From a dataset of NCI-60 drug combinations with 297,098 pairs across 59 cell lines. Regression. Given two drug SMILES strings and cell line genomic features, predict the synergy score measuring deviation from expected non-interaction effect. (1) Drug 1: CC12CCC(CC1=CCC3C2CCC4(C3CC=C4C5=CN=CC=C5)C)O. Drug 2: C1=CC=C(C(=C1)C(C2=CC=C(C=C2)Cl)C(Cl)Cl)Cl. Cell line: SR. Synergy scores: CSS=9.05, Synergy_ZIP=-2.77, Synergy_Bliss=-5.03, Synergy_Loewe=-18.7, Synergy_HSA=-5.72. (2) Synergy scores: CSS=3.17, Synergy_ZIP=-0.182, Synergy_Bliss=2.81, Synergy_Loewe=2.87, Synergy_HSA=2.83. Cell line: A549. Drug 1: CC1=C(C=C(C=C1)NC2=NC=CC(=N2)N(C)C3=CC4=NN(C(=C4C=C3)C)C)S(=O)(=O)N.Cl. Drug 2: C1CC(=O)NC(=O)C1N2C(=O)C3=CC=CC=C3C2=O.